From a dataset of Reaction yield outcomes from USPTO patents with 853,638 reactions. Predict the reaction yield, written as a fraction of the theoretical maximum amount of product (1.0 means a 100% yield; for example, 0.34 means a 34% yield). (1) The catalyst is CC#N. The product is [O:32]=[C:26]1[CH:25]([N:18]2[C:17](=[O:33])[C:16]3[C:20](=[CH:21][CH:22]=[CH:23][C:15]=3[CH2:14][NH:13][C:37](=[O:38])[CH2:36][O:35][CH3:34])[C:19]2=[O:24])[CH2:30][CH2:29][C:28](=[O:31])[NH:27]1. The reactants are N12CCCN=C1CCCCC2.Cl.[NH2:13][CH2:14][C:15]1[CH:23]=[CH:22][CH:21]=[C:20]2[C:16]=1[C:17](=[O:33])[N:18]([CH:25]1[CH2:30][CH2:29][C:28](=[O:31])[NH:27][C:26]1=[O:32])[C:19]2=[O:24].[CH3:34][O:35][CH2:36][C:37](Cl)=[O:38]. The yield is 0.660. (2) The reactants are C1(P(C2C=CC=CC=2)C2C=CC=CC=2)C=CC=CC=1.[Cl:20][C:21]1[CH:26]=[CH:25][CH:24]=[CH:23][C:22]=1[OH:27].N(C(OCC)=O)=NC(OCC)=O.[OH:40][C:41]1[CH:42]=[C:43]([CH:46]=[CH:47][CH:48]=1)[CH2:44]O. The catalyst is C(Cl)Cl.O1CCCC1. The product is [Cl:20][C:21]1[CH:26]=[CH:25][CH:24]=[CH:23][C:22]=1[O:27][CH2:44][C:43]1[CH:42]=[C:41]([OH:40])[CH:48]=[CH:47][CH:46]=1. The yield is 0.440. (3) The reactants are COCCOC[O:7][C:8]1[CH:13]=[CH:12][C:11]([C:14]2[CH:19]=[CH:18][C:17]([C:20]([N:22]([CH2:24][C:25]3[CH:26]=[C:27]([C:31]4[CH:36]=[CH:35][C:34]([CH2:37][CH:38]5[S:42][C:41](=[O:43])[NH:40][C:39]5=[O:44])=[CH:33][CH:32]=4)[CH:28]=[CH:29][CH:30]=3)[CH3:23])=[O:21])=[CH:16][CH:15]=2)=[CH:10][CH:9]=1.S(=O)(=O)(O)O. The catalyst is CO. The product is [OH:7][C:8]1[CH:13]=[CH:12][C:11]([C:14]2[CH:19]=[CH:18][C:17]([C:20]([N:22]([CH2:24][C:25]3[CH:26]=[C:27]([C:31]4[CH:36]=[CH:35][C:34]([CH2:37][CH:38]5[S:42][C:41](=[O:43])[NH:40][C:39]5=[O:44])=[CH:33][CH:32]=4)[CH:28]=[CH:29][CH:30]=3)[CH3:23])=[O:21])=[CH:16][CH:15]=2)=[CH:10][CH:9]=1. The yield is 0.990. (4) The reactants are [OH:1][CH2:2][C:3]1([CH2:16][OH:17])[C:15]2[CH:14]=[CH:13][CH:12]=[CH:11][C:10]=2[C:9]2[C:4]1=[CH:5][CH:6]=[CH:7][CH:8]=2.[O:18]1[CH2:22][CH2:21][CH2:20]C1.N1C=CC=CC=1.[C:29](Cl)(=[O:32])[CH2:30][CH3:31]. The catalyst is O. The product is [C:29]([O:1][CH2:2][C:3]1([CH2:16][O:17][C:22](=[O:18])[CH2:21][CH3:20])[C:15]2[CH:14]=[CH:13][CH:12]=[CH:11][C:10]=2[C:9]2[C:4]1=[CH:5][CH:6]=[CH:7][CH:8]=2)(=[O:32])[CH2:30][CH3:31]. The yield is 0.790. (5) The reactants are [C:1]([N:9]1[CH2:12][CH:11]([CH2:13][CH2:14][CH2:15][CH2:16][NH:17]C(=O)OC(C)(C)C)[CH2:10]1)(=[O:8])[C:2]1[CH:7]=[CH:6][CH:5]=[CH:4][CH:3]=1.C(O)(C(F)(F)F)=O. The catalyst is ClCCl. The product is [NH2:17][CH2:16][CH2:15][CH2:14][CH2:13][CH:11]1[CH2:12][N:9]([C:1]([C:2]2[CH:3]=[CH:4][CH:5]=[CH:6][CH:7]=2)=[O:8])[CH2:10]1. The yield is 0.980. (6) The reactants are [CH2:1]([O:8][C:9]1[CH:32]=[CH:31][C:12]([CH2:13][CH2:14][NH:15][C:16]([C:18]2[C:19]([NH:25][CH2:26][C:27]([CH3:30])([CH3:29])[CH3:28])=[N:20][C:21](Cl)=[N:22][CH:23]=2)=[O:17])=[CH:11][CH:10]=1)[C:2]1[CH:7]=[CH:6][CH:5]=[CH:4][CH:3]=1.C(OC1C=CC(C[CH2:46][NH:47]C(C2C(NC3CCCCC3)=NC(C#N)=NC=2)=O)=CC=1)C1C=CC=CC=1. No catalyst specified. The product is [CH2:1]([O:8][C:9]1[CH:32]=[CH:31][C:12]([CH2:13][CH2:14][NH:15][C:16]([C:18]2[C:19]([NH:25][CH2:26][C:27]([CH3:30])([CH3:29])[CH3:28])=[N:20][C:21]([C:46]#[N:47])=[N:22][CH:23]=2)=[O:17])=[CH:11][CH:10]=1)[C:2]1[CH:7]=[CH:6][CH:5]=[CH:4][CH:3]=1. The yield is 0.780. (7) The reactants are [CH2:1]([O:8][C:9]1[CH:10]=[C:11]([OH:35])[C:12]2[C:13](=[O:34])[C:14]3[C:19]([O:20][C:21]=2[C:22]=1[CH2:23][CH:24]=[CH2:25])=[C:18]([O:26][CH2:27][C:28]1[CH:33]=[CH:32][CH:31]=[CH:30][CH:29]=1)[CH:17]=[CH:16][CH:15]=3)[C:2]1[CH:7]=[CH:6][CH:5]=[CH:4][CH:3]=1.[H-].[Na+].[CH3:38]I.CO. The catalyst is CN(C=O)C. The product is [CH2:1]([O:8][C:9]1[CH:10]=[C:11]([O:35][CH3:38])[C:12]2[C:13](=[O:34])[C:14]3[C:19]([O:20][C:21]=2[C:22]=1[CH2:23][CH:24]=[CH2:25])=[C:18]([O:26][CH2:27][C:28]1[CH:29]=[CH:30][CH:31]=[CH:32][CH:33]=1)[CH:17]=[CH:16][CH:15]=3)[C:2]1[CH:7]=[CH:6][CH:5]=[CH:4][CH:3]=1. The yield is 0.850. (8) The reactants are O[C@@H](C1C=CC=CC=1)C(O)=O.[CH2:12]([O:20][C:21]([C@:23]1([NH2:28])[CH2:27][CH2:26][O:25][CH2:24]1)=[O:22])[CH2:13][C:14]1[CH:19]=[CH:18][CH:17]=[CH:16][CH:15]=1.C(=O)([O-])O.[Na+]. The catalyst is C1COCC1.O. The product is [CH2:12]([O:20][C:21]([C@:23]1([NH2:28])[CH2:27][CH2:26][O:25][CH2:24]1)=[O:22])[CH2:13][C:14]1[CH:15]=[CH:16][CH:17]=[CH:18][CH:19]=1. The yield is 0.850. (9) The reactants are [C:1]([N:6]1[CH2:11][CH2:10][N:9]([C:12]([C:14]2[CH:15]=[C:16]([CH:19]=[CH:20][CH:21]=2)[CH:17]=O)=[O:13])[CH2:8][CH2:7]1)(=[O:5])[CH:2]([CH3:4])[CH3:3].[N:22]1[CH:27]=[CH:26][C:25](/[CH:28]=[N:29]/[C:30]2[CH:38]=[CH:37][CH:36]=C3C=2COC3=O)=[CH:24][CH:23]=1.[CH3:40][O-:41].[Na+].CO.[C:45]([O:49][CH2:50]C)(=[O:48])[CH2:46][CH3:47]. No catalyst specified. The product is [C:1]([N:6]1[CH2:11][CH2:10][N:9]([C:12]([C:14]2[CH:15]=[C:16]([CH:17]3[C:40](=[O:41])[C:47]4[C:46]([C:45]([O:49][CH3:50])=[O:48])=[CH:36][CH:37]=[CH:38][C:30]=4[NH:29][CH:28]3[C:25]3[CH:24]=[CH:23][N:22]=[CH:27][CH:26]=3)[CH:19]=[CH:20][CH:21]=2)=[O:13])[CH2:8][CH2:7]1)(=[O:5])[CH:2]([CH3:4])[CH3:3]. The yield is 0.260.